The task is: Predict the product of the given reaction.. This data is from Forward reaction prediction with 1.9M reactions from USPTO patents (1976-2016). (1) Given the reactants [CH:1]1([CH2:6][C@H:7]([C:11]2[CH:16]=[CH:15][CH:14]=[C:13]([C:17]([F:20])([F:19])[F:18])[CH:12]=2)[C:8](O)=[O:9])[CH2:5][CH2:4][CH2:3][CH2:2]1.C(Cl)(=O)C([Cl:24])=O, predict the reaction product. The product is: [CH:1]1([CH2:6][C@H:7]([C:11]2[CH:16]=[CH:15][CH:14]=[C:13]([C:17]([F:20])([F:19])[F:18])[CH:12]=2)[C:8]([Cl:24])=[O:9])[CH2:5][CH2:4][CH2:3][CH2:2]1. (2) Given the reactants Br[C:2]1[C:3]([N:12]2[CH2:16][CH2:15][C@@H:14]([OH:17])[CH2:13]2)=[N:4][CH:5]=[C:6]([CH:11]=1)[C:7]([O:9][CH3:10])=[O:8].[N:18]1[CH:23]=[C:22](B(O)O)[CH:21]=[N:20][CH:19]=1.C([O-])([O-])=O.[Na+].[Na+], predict the reaction product. The product is: [OH:17][C@@H:14]1[CH2:15][CH2:16][N:12]([C:3]2[C:2]([C:22]3[CH:23]=[N:18][CH:19]=[N:20][CH:21]=3)=[CH:11][C:6]([C:7]([O:9][CH3:10])=[O:8])=[CH:5][N:4]=2)[CH2:13]1. (3) Given the reactants [CH3:1][N:2]1[C:7](=[O:8])[CH:6]=[C:5]([N:9]2[CH2:14][CH2:13][O:12][CH2:11][CH2:10]2)[N:4]=[C:3]1[CH2:15][C:16]([O-:18])=O.[Na+].[CH:20]1([C:23]2[CH:24]=[C:25]([CH:27]=[CH:28][CH:29]=2)[NH2:26])[CH2:22][CH2:21]1.Cl.CN(C)CCCN=C=NCC.C(Cl)Cl.CO, predict the reaction product. The product is: [CH:20]1([C:23]2[CH:24]=[C:25]([NH:26][C:16](=[O:18])[CH2:15][C:3]3[N:2]([CH3:1])[C:7](=[O:8])[CH:6]=[C:5]([N:9]4[CH2:10][CH2:11][O:12][CH2:13][CH2:14]4)[N:4]=3)[CH:27]=[CH:28][CH:29]=2)[CH2:22][CH2:21]1. (4) Given the reactants [CH2:1]([O:8][CH2:9][C:10](=[O:12])C)[C:2]1[CH:7]=[CH:6][CH:5]=[CH:4][CH:3]=1.N1C=CC=CC=1C(O)=O.CC(C)(CO)CO.C(OCC)(=O)CC(C)=O.COCC(=O)CC(OC)=O.C(I)C, predict the reaction product. The product is: [CH2:1]([O:8][CH2:9][CH:10]=[O:12])[C:2]1[CH:7]=[CH:6][CH:5]=[CH:4][CH:3]=1.